Dataset: Full USPTO retrosynthesis dataset with 1.9M reactions from patents (1976-2016). Task: Predict the reactants needed to synthesize the given product. (1) Given the product [F:13][C:14]1[CH:21]=[CH:20][CH:19]=[CH:18][C:15]=1[CH2:16][N:7]1[C:8]2[C:4](=[CH:3][C:2]([Br:1])=[CH:10][CH:9]=2)[CH:5]=[CH:6]1, predict the reactants needed to synthesize it. The reactants are: [Br:1][C:2]1[CH:3]=[C:4]2[C:8](=[CH:9][CH:10]=1)[NH:7][CH:6]=[CH:5]2.[H-].[Na+].[F:13][C:14]1[CH:21]=[CH:20][CH:19]=[CH:18][C:15]=1[CH2:16]Br. (2) Given the product [CH3:36][C:32]1[CH:31]=[C:30]([NH:29][C:27]([NH:26][C:23]2[CH:24]=[CH:25][C:20]([O:19][C:17]3[CH:16]=[CH:15][N:14]=[C:13]([C:11]4[NH:10][CH:9]=[C:8]([C:6]([NH:5][CH2:4][CH2:3][CH:2]=[O:1])=[O:7])[CH:12]=4)[CH:18]=3)=[CH:21][CH:22]=2)=[O:28])[CH:35]=[CH:34][CH:33]=1, predict the reactants needed to synthesize it. The reactants are: [OH:1][CH2:2][CH2:3][CH2:4][NH:5][C:6]([C:8]1[CH:12]=[C:11]([C:13]2[CH:18]=[C:17]([O:19][C:20]3[CH:25]=[CH:24][C:23]([NH:26][C:27]([NH:29][C:30]4[CH:35]=[CH:34][CH:33]=[C:32]([CH3:36])[CH:31]=4)=[O:28])=[CH:22][CH:21]=3)[CH:16]=[CH:15][N:14]=2)[NH:10][CH:9]=1)=[O:7].CC(OI1(OC(C)=O)(OC(C)=O)OC(=O)C2C=CC=CC1=2)=O.O.C([O-])(O)=O.[Na+]. (3) Given the product [CH3:34][S:35]([O:26][CH2:25][CH2:24][C:21]1[CH:20]=[CH:19][C:18]([CH2:17][CH2:16][C:13]2[CH:12]=[CH:11][C:10]([N:7]3[CH2:6][CH2:5][N:4]([C:1](=[O:3])[CH3:2])[CH2:9][CH2:8]3)=[CH:15][N:14]=2)=[CH:23][CH:22]=1)(=[O:37])=[O:36], predict the reactants needed to synthesize it. The reactants are: [C:1]([N:4]1[CH2:9][CH2:8][N:7]([C:10]2[CH:11]=[CH:12][C:13]([CH2:16][CH2:17][C:18]3[CH:23]=[CH:22][C:21]([CH2:24][CH2:25][OH:26])=[CH:20][CH:19]=3)=[N:14][CH:15]=2)[CH2:6][CH2:5]1)(=[O:3])[CH3:2].C(N(CC)CC)C.[CH3:34][S:35](Cl)(=[O:37])=[O:36].O. (4) Given the product [C:1]1([CH:7]([C:11]2[CH:16]=[CH:15][CH:14]=[CH:13][CH:12]=2)[C:8]([NH:17][CH2:18][CH2:19][CH2:20][N:21]2[CH2:26][CH2:25][CH:24]([C:27]3[CH:28]=[C:29]([NH:33][C:34](=[O:40])[CH2:35][C:36]([CH3:38])([CH3:37])[CH3:39])[CH:30]=[CH:31][CH:32]=3)[CH2:23][CH2:22]2)=[O:9])[CH:6]=[CH:5][CH:4]=[CH:3][CH:2]=1, predict the reactants needed to synthesize it. The reactants are: [C:1]1([CH:7]([C:11]2[CH:16]=[CH:15][CH:14]=[CH:13][CH:12]=2)[C:8](Cl)=[O:9])[CH:6]=[CH:5][CH:4]=[CH:3][CH:2]=1.[NH2:17][CH2:18][CH2:19][CH2:20][N:21]1[CH2:26][CH2:25][CH:24]([C:27]2[CH:28]=[C:29]([NH:33][C:34](=[O:40])[CH2:35][C:36]([CH3:39])([CH3:38])[CH3:37])[CH:30]=[CH:31][CH:32]=2)[CH2:23][CH2:22]1.